Dataset: Forward reaction prediction with 1.9M reactions from USPTO patents (1976-2016). Task: Predict the product of the given reaction. (1) Given the reactants [C:1]([NH:24][CH2:25][CH2:26][NH:27][C:28](=O)[O:29]C[C@@H]1CC[C@H](N2C=NC3C(=O)N=CNC2=3)O1)(=[O:23])[CH2:2][CH2:3]/[CH:4]=[CH:5]\[CH2:6]/[CH:7]=[CH:8]\[CH2:9]/[CH:10]=[CH:11]\[CH2:12]/[CH:13]=[CH:14]\[CH2:15]/[CH:16]=[CH:17]\[CH2:18]/[CH:19]=[CH:20]\[CH2:21][CH3:22].[CH:47]1([N:50]2[C:58]3[CH:57]=[CH:56][N:55]=[CH:54][C:53]=3[N:52]([CH2:59][C:60]3[N:64]([CH2:65][CH2:66][CH2:67][CH2:68][OH:69])[C:63]4[CH:70]=[CH:71][CH:72]=[CH:73][C:62]=4[N:61]=3)[C:51]2=[O:74])[CH2:49][CH2:48]1, predict the reaction product. The product is: [C:1]([NH:24][CH2:25][CH2:26][NH:27][C:28](=[O:29])[O:69][CH2:68][CH2:67][CH2:66][CH2:65][N:64]1[C:63]2[CH:70]=[CH:71][CH:72]=[CH:73][C:62]=2[N:61]=[C:60]1[CH2:59][N:52]1[C:53]2[CH:54]=[N:55][CH:56]=[CH:57][C:58]=2[N:50]([CH:47]2[CH2:48][CH2:49]2)[C:51]1=[O:74])(=[O:23])[CH2:2][CH2:3]/[CH:4]=[CH:5]\[CH2:6]/[CH:7]=[CH:8]\[CH2:9]/[CH:10]=[CH:11]\[CH2:12]/[CH:13]=[CH:14]\[CH2:15]/[CH:16]=[CH:17]\[CH2:18]/[CH:19]=[CH:20]\[CH2:21][CH3:22]. (2) Given the reactants [H-].[Na+].[CH3:3][C:4]1[CH:5]=[C:6]([OH:19])[CH:7]=[CH:8][C:9]=1[CH2:10][CH2:11][CH2:12][CH2:13][N:14]1[CH:18]=[CH:17][N:16]=[N:15]1.Cl[CH2:21][C:22]1[C:23]([CH3:35])=[N:24][C:25]([C:28]2[CH:33]=[CH:32][C:31]([F:34])=[CH:30][CH:29]=2)=[CH:26][CH:27]=1.O, predict the reaction product. The product is: [F:34][C:31]1[CH:32]=[CH:33][C:28]([C:25]2[N:24]=[C:23]([CH3:35])[C:22]([CH2:21][O:19][C:6]3[CH:7]=[CH:8][C:9]([CH2:10][CH2:11][CH2:12][CH2:13][N:14]4[CH:18]=[CH:17][N:16]=[N:15]4)=[C:4]([CH3:3])[CH:5]=3)=[CH:27][CH:26]=2)=[CH:29][CH:30]=1. (3) Given the reactants [C:1]([O:5][C:6](=[O:11])[NH:7][CH2:8][CH2:9]Br)([CH3:4])([CH3:3])[CH3:2].[CH2:12]([O:14][C:15](=[O:29])[CH2:16][CH:17]1[CH2:23][CH2:22][CH2:21][C:20]2[CH:24]=[C:25]([OH:28])[CH:26]=[CH:27][C:19]=2[CH2:18]1)[CH3:13], predict the reaction product. The product is: [CH2:12]([O:14][C:15](=[O:29])[CH2:16][CH:17]1[CH2:23][CH2:22][CH2:21][C:20]2[CH:24]=[C:25]([O:28][CH2:9][CH2:8][NH:7][C:6]([O:5][C:1]([CH3:4])([CH3:3])[CH3:2])=[O:11])[CH:26]=[CH:27][C:19]=2[CH2:18]1)[CH3:13]. (4) Given the reactants [O:1]=[C:2]1[C:7]2[O:8][C:9]([C:17]3[CH:22]=[CH:21][C:20]([C:23]4([NH:27][C:28](=[O:34])[O:29][C:30]([CH3:33])([CH3:32])[CH3:31])[CH2:26][CH2:25][CH2:24]4)=[CH:19][CH:18]=3)=[C:10]([C:11]3[CH:16]=[CH:15][CH:14]=[CH:13][CH:12]=3)[C:6]=2[CH:5]=[CH:4][NH:3]1.[C:35](=O)([O-])[O-].[K+].[K+].IC, predict the reaction product. The product is: [CH3:35][N:3]1[CH:4]=[CH:5][C:6]2[C:10]([C:11]3[CH:12]=[CH:13][CH:14]=[CH:15][CH:16]=3)=[C:9]([C:17]3[CH:22]=[CH:21][C:20]([C:23]4([NH:27][C:28](=[O:34])[O:29][C:30]([CH3:31])([CH3:33])[CH3:32])[CH2:24][CH2:25][CH2:26]4)=[CH:19][CH:18]=3)[O:8][C:7]=2[C:2]1=[O:1]. (5) Given the reactants [NH2:1][C:2]1[N:10]=[C:9]([F:11])[N:8]=[C:7]2[C:3]=1[N:4]=[C:5]([CH2:23][C:24]1[C:32]([I:33])=[CH:31][C:27]3[O:28][CH2:29][O:30][C:26]=3[CH:25]=1)[N:6]2[CH2:12][CH2:13][CH2:14][NH:15]C(=O)OC(C)(C)C, predict the reaction product. The product is: [NH2:15][CH2:14][CH2:13][CH2:12][N:6]1[C:5]([CH2:23][C:24]2[C:32]([I:33])=[CH:31][C:27]3[O:28][CH2:29][O:30][C:26]=3[CH:25]=2)=[N:4][C:3]2[C:7]1=[N:8][C:9]([F:11])=[N:10][C:2]=2[NH2:1].